This data is from Catalyst prediction with 721,799 reactions and 888 catalyst types from USPTO. The task is: Predict which catalyst facilitates the given reaction. (1) Reactant: C(OC([NH:8][C@@H:9]1[CH2:14][CH2:13][CH2:12][N:11]([C:15]2[N:19](COC)[N:18]=[C:17]([C:23]([NH:25][C@H:26]([C:34]([O:36][CH3:37])=[O:35])[C:27](=O)[CH2:28][C:29]([O:31][CH3:32])=[O:30])=[O:24])[C:16]=2[CH2:38][C:39]2[CH:44]=[CH:43][CH:42]=[CH:41][C:40]=2[Cl:45])[CH2:10]1)=O)(C)(C)C.O. Product: [ClH:45].[NH2:8][C@@H:9]1[CH2:14][CH2:13][CH2:12][N:11]([C:15]2[C:16]([CH2:38][C:39]3[CH:44]=[CH:43][CH:42]=[CH:41][C:40]=3[Cl:45])=[C:17]3[C:23](=[O:24])[NH:25][C:26]([C:34]([O:36][CH3:37])=[O:35])=[C:27]([CH2:28][C:29]([O:31][CH3:32])=[O:30])[N:18]3[N:19]=2)[CH2:10]1. The catalyst class is: 89. (2) The catalyst class is: 32. Reactant: [C:1]([O:5][C:6]([NH:8][C@H:9]([C:17]([OH:19])=[O:18])[CH2:10][C:11]1[CH:16]=[CH:15][CH:14]=[CH:13][CH:12]=1)=[O:7])([CH3:4])([CH3:3])[CH3:2].[NH2:20][C@H:21]1[C@@H:25]2[O:26][C:27]([CH3:30])([CH3:29])[O:28][C@@H:24]2[C@@H:23]([OH:31])[CH2:22]1.C1(C)C=CC=CC=1. Product: [C:1]([O:5][C:6]([NH:8][C@@H:9]([CH2:10][C:11]1[CH:12]=[CH:13][CH:14]=[CH:15][CH:16]=1)[C:17]([O-:19])=[O:18])=[O:7])([CH3:4])([CH3:2])[CH3:3].[OH:31][C@@H:23]1[C@H:24]2[O:28][C:27]([CH3:29])([CH3:30])[O:26][C@H:25]2[C@H:21]([NH3+:20])[CH2:22]1. (3) Reactant: Cl[C:2]1[C:3]([CH:5]=[C:6]([NH:10][C:11]2[C:20]3[C:15](=[CH:16][C:17]([O:23][CH2:24][CH2:25][O:26][CH3:27])=[C:18]([O:21][CH3:22])[CH:19]=3)[N:14]=[CH:13][N:12]=2)[C:7](=[O:9])[CH:8]=1)=[O:4].C1OCCOCCOCCOCCOCCOC1.[Br:46][C:47]1[CH:48]=[C:49]2[C:53](=[CH:54][CH:55]=1)[NH:52][CH2:51][CH2:50]2. Product: [Br:46][C:47]1[CH:48]=[C:49]2[C:53](=[CH:54][CH:55]=1)[N:52]([C:2]1[C:3]([CH:5]=[C:6]([NH:10][C:11]3[C:20]4[C:15](=[CH:16][C:17]([O:23][CH2:24][CH2:25][O:26][CH3:27])=[C:18]([O:21][CH3:22])[CH:19]=4)[N:14]=[CH:13][N:12]=3)[C:7](=[O:9])[CH:8]=1)=[O:4])[CH2:51][CH2:50]2. The catalyst class is: 3. (4) Reactant: [CH2:1]([N:3]1[CH2:8][CH2:7][N:6]([C:9]2[C:18]3[C:13](=[CH:14][CH:15]=[CH:16][CH:17]=3)[CH:12]=[C:11]([C:19]3[CH:24]=[CH:23][C:22]([C:25](=[O:38])[N:26]([CH2:28][CH2:29][O:30]CC4C=CC=CC=4)[CH3:27])=[CH:21][CH:20]=3)[N:10]=2)[CH2:5][CH2:4]1)[CH3:2].Cl. Product: [CH2:1]([N:3]1[CH2:8][CH2:7][N:6]([C:9]2[C:18]3[C:13](=[CH:14][CH:15]=[CH:16][CH:17]=3)[CH:12]=[C:11]([C:19]3[CH:24]=[CH:23][C:22]([C:25](=[O:38])[N:26]([CH2:28][CH2:29][OH:30])[CH3:27])=[CH:21][CH:20]=3)[N:10]=2)[CH2:5][CH2:4]1)[CH3:2]. The catalyst class is: 19. (5) Reactant: CS([O:5][CH2:6][CH2:7][N:8]1[C:12](=[O:13])[N:11]([C:14]2[S:15][C:16]([C:20](=[O:29])[NH:21][CH2:22][C:23]3[CH:24]=[N:25][CH:26]=[CH:27][CH:28]=3)=[C:17]([CH3:19])[N:18]=2)[CH:10]=[N:9]1)(=O)=O.[C:30](=[O:33])([O-])[O-].[K+].[K+].[F:36][C:37]1[CH:42]=[CH:41][C:40]([CH2:43][NH2:44])=[CH:39][CH:38]=1. Product: [F:36][C:37]1[CH:42]=[CH:41][C:40]([CH2:43][NH:44][C:30](=[O:33])[O:5][CH2:6][CH2:7][N:8]2[C:12](=[O:13])[N:11]([C:14]3[S:15][C:16]([C:20](=[O:29])[NH:21][CH2:22][C:23]4[CH:24]=[N:25][CH:26]=[CH:27][CH:28]=4)=[C:17]([CH3:19])[N:18]=3)[CH:10]=[N:9]2)=[CH:39][CH:38]=1. The catalyst class is: 7. (6) Reactant: CO[C:3]1[CH:8]=[C:7]([O:9]C)[CH:6]=[CH:5][C:4]=1[C:11](=[O:18])[CH2:12][C:13]([O:15]CC)=[O:14].[C:19]1([OH:25])[CH:24]=[CH:23][CH:22]=[CH:21][CH:20]=1. Product: [CH:24]1[C:19]([OH:25])=[CH:20][C:21]2[O:18][C:11]3[C:4]4[CH:5]=[CH:6][C:7]([OH:9])=[CH:8][C:3]=4[O:15][C:13](=[O:14])[C:12]=3[C:22]=2[CH:23]=1. The catalyst class is: 26. (7) Reactant: CN([CH2:4][N:5]([CH3:7])[CH3:6])C.[N+:8]([C:11]1[CH:19]=[CH:18][CH:17]=[C:16]2[C:12]=1[CH:13]=[CH:14][NH:15]2)([O-:10])=[O:9].[OH-].[Na+]. Product: [CH3:7][N:5]([CH3:6])[CH2:4][C:13]1[C:12]2[C:16](=[CH:17][CH:18]=[CH:19][C:11]=2[N+:8]([O-:10])=[O:9])[NH:15][CH:14]=1. The catalyst class is: 15. (8) Reactant: [C:1]1([O:7][P:8]([CH2:11][C:12]([CH3:35])=[CH:13][CH2:14][C:15]2[C:16]([O:28][CH2:29][CH2:30][Si:31]([CH3:34])([CH3:33])[CH3:32])=[C:17]3[C:21](=[C:22]([CH3:26])[C:23]=2[O:24][CH3:25])[CH2:20][O:19][C:18]3=[O:27])(=[O:10])[OH:9])[CH:6]=[CH:5][CH:4]=[CH:3][CH:2]=1.[C:36]([O:41][CH2:42][CH3:43])(=[O:40])[C@H:37]([CH3:39])O.C1CN([P+](ON2N=NC3C=CC=CC2=3)(N2CCCC2)N2CCCC2)CC1.F[P-](F)(F)(F)(F)F. The catalyst class is: 17. Product: [CH2:42]([O:41][C:36](=[O:40])[CH:37]([O:10][P:8]([CH2:11][C:12]([CH3:35])=[CH:13][CH2:14][C:15]1[C:16]([O:28][CH2:29][CH2:30][Si:31]([CH3:34])([CH3:32])[CH3:33])=[C:17]2[C:21](=[C:22]([CH3:26])[C:23]=1[O:24][CH3:25])[CH2:20][O:19][C:18]2=[O:27])([O:7][C:1]1[CH:2]=[CH:3][CH:4]=[CH:5][CH:6]=1)=[O:9])[CH3:39])[CH3:43]. (9) Reactant: Cl[C:2]1[CH:7]=[CH:6][C:5]([N+:8]([O-:10])=[O:9])=[CH:4][C:3]=1[NH:11][CH:12]1[CH2:17][CH2:16][N:15]([C:18]([O:20][C:21]([CH3:24])([CH3:23])[CH3:22])=[O:19])[CH2:14][CH2:13]1.C(=O)([O-])[O-].[K+].[K+].[SH:31][CH2:32][CH2:33][OH:34]. Product: [OH:34][CH2:33][CH2:32][S:31][C:2]1[CH:7]=[CH:6][C:5]([N+:8]([O-:10])=[O:9])=[CH:4][C:3]=1[NH:11][CH:12]1[CH2:17][CH2:16][N:15]([C:18]([O:20][C:21]([CH3:24])([CH3:23])[CH3:22])=[O:19])[CH2:14][CH2:13]1. The catalyst class is: 39. (10) Reactant: [Cl:1][C:2]1[N:7]=[C:6](S(C)(=O)=O)[N:5]=[C:4]([NH:12][CH2:13][C:14]2[S:18][C:17]([CH3:19])=[N:16][C:15]=2[CH3:20])[C:3]=1[CH3:21].[N:22]1[C:31]2[C:26](=[CH:27][CH:28]=[CH:29][CH:30]=2)[CH:25]=[CH:24][C:23]=1[CH2:32][CH2:33][CH2:34][OH:35].[Li+].C[Si]([N-][Si](C)(C)C)(C)C. Product: [Cl:1][C:2]1[N:7]=[C:6]([O:35][CH2:34][CH2:33][CH2:32][C:23]2[CH:24]=[CH:25][C:26]3[C:31](=[CH:30][CH:29]=[CH:28][CH:27]=3)[N:22]=2)[N:5]=[C:4]([NH:12][CH2:13][C:14]2[S:18][C:17]([CH3:19])=[N:16][C:15]=2[CH3:20])[C:3]=1[CH3:21]. The catalyst class is: 1.